From a dataset of Full USPTO retrosynthesis dataset with 1.9M reactions from patents (1976-2016). Predict the reactants needed to synthesize the given product. (1) Given the product [CH3:17][C:2]1([CH3:1])[CH2:3][CH:4]([C:6]([C:8]2[CH:9]=[CH:10][C:11]([C:12]([NH:19][CH2:20][CH2:21][C:22]([O:24][CH2:25][CH3:26])=[O:23])=[O:14])=[CH:15][CH:16]=2)=[O:7])[CH2:5]1, predict the reactants needed to synthesize it. The reactants are: [CH3:1][C:2]1([CH3:17])[CH2:5][CH:4]([C:6]([C:8]2[CH:16]=[CH:15][C:11]([C:12]([OH:14])=O)=[CH:10][CH:9]=2)=[O:7])[CH2:3]1.Cl.[NH2:19][CH2:20][CH2:21][C:22]([O:24][CH2:25][CH3:26])=[O:23].O.N1(O)C2C=CC=CC=2N=N1.C(N(CC)CC)C. (2) Given the product [C:2]([NH:6][CH:7]([C:33]1[CH:38]=[CH:37][CH:36]=[C:35]([Cl:39])[C:34]=1[Cl:40])[CH2:8][NH:9][C:10](=[O:32])[CH2:11][N:12]1[C:16](=[O:17])[N:15]([CH2:18][C@H:19]([OH:24])[C:20]([F:21])([F:23])[F:22])[C:14]([C:25]2[CH:30]=[CH:29][C:28]([Cl:31])=[CH:27][CH:26]=2)=[N:13]1)(=[O:1])[NH2:3], predict the reactants needed to synthesize it. The reactants are: [O-:1][C:2]#[N:3].[K+].Cl.[NH2:6][CH:7]([C:33]1[CH:38]=[CH:37][CH:36]=[C:35]([Cl:39])[C:34]=1[Cl:40])[CH2:8][NH:9][C:10](=[O:32])[CH2:11][N:12]1[C:16](=[O:17])[N:15]([CH2:18][C@H:19]([OH:24])[C:20]([F:23])([F:22])[F:21])[C:14]([C:25]2[CH:30]=[CH:29][C:28]([Cl:31])=[CH:27][CH:26]=2)=[N:13]1.O.CO. (3) Given the product [Cl:1][C:2]1[N:7]=[CH:6][C:5]2[C:8]([N:30]([CH2:31][CH3:32])[C:48](=[O:49])[O:47][C:44]([CH3:46])([CH3:45])[CH3:43])=[N:9][N:10]([C:11]([C:18]3[CH:23]=[CH:22][CH:21]=[CH:20][CH:19]=3)([C:12]3[CH:13]=[CH:14][CH:15]=[CH:16][CH:17]=3)[C:24]3[CH:25]=[CH:26][CH:27]=[CH:28][CH:29]=3)[C:4]=2[CH:3]=1, predict the reactants needed to synthesize it. The reactants are: [Cl:1][C:2]1[N:7]=[CH:6][C:5]2[C:8]([NH:30][CH2:31][CH3:32])=[N:9][N:10]([C:11]([C:24]3[CH:29]=[CH:28][CH:27]=[CH:26][CH:25]=3)([C:18]3[CH:23]=[CH:22][CH:21]=[CH:20][CH:19]=3)[C:12]3[CH:17]=[CH:16][CH:15]=[CH:14][CH:13]=3)[C:4]=2[CH:3]=1.[Li+].C[Si]([N-][Si](C)(C)C)(C)C.[CH3:43][C:44]([O:47][C:48](O[C:48]([O:47][C:44]([CH3:46])([CH3:45])[CH3:43])=[O:49])=[O:49])([CH3:46])[CH3:45].O. (4) Given the product [NH2:1][C:2]1[N:7]=[CH:6][N:5]=[C:4]2[N:8]([CH2:30][C:31]([O:33][CH2:34][CH2:35][N:36]([CH3:40])[CH3:37])=[O:32])[N:9]=[C:10]([C:11]3[CH:16]=[CH:15][C:14]([NH:17][S:18]([C:21]4[CH:26]=[CH:25][CH:24]=[C:23]([Cl:27])[C:22]=4[Cl:28])(=[O:19])=[O:20])=[C:13]([F:29])[CH:12]=3)[C:3]=12, predict the reactants needed to synthesize it. The reactants are: [NH2:1][C:2]1[N:7]=[CH:6][N:5]=[C:4]2[N:8]([CH2:30][C:31]([O:33][CH3:34])=[O:32])[N:9]=[C:10]([C:11]3[CH:16]=[CH:15][C:14]([NH:17][S:18]([C:21]4[CH:26]=[CH:25][CH:24]=[C:23]([Cl:27])[C:22]=4[Cl:28])(=[O:20])=[O:19])=[C:13]([F:29])[CH:12]=3)[C:3]=12.[CH3:35][N:36]([CH3:40])[CH2:37]CO.